Dataset: hERG Central: cardiac toxicity at 1µM, 10µM, and general inhibition. Task: Predict hERG channel inhibition at various concentrations. (1) The drug is CCOC(=O)c1c(CSC(=N)N)n(-c2ccccc2)c2cc(Br)c(OC(C)=O)cc12. Results: hERG_inhib (hERG inhibition (general)): blocker. (2) The compound is O=C(c1cc([N+](=O)[O-])cc([N+](=O)[O-])c1)N1CCN(C(=O)c2ccco2)CC1. Results: hERG_inhib (hERG inhibition (general)): blocker. (3) The molecule is Cc1ccc(C(=O)N/C(=C\c2ccc(-c3cccc([N+](=O)[O-])c3)o2)C(=O)NCCCN2CCOCC2)cc1. Results: hERG_inhib (hERG inhibition (general)): blocker. (4) The drug is CCc1nc(N2CCN(C(=O)c3ccco3)CC2)c2oc3ccccc3c2n1.Cl. Results: hERG_inhib (hERG inhibition (general)): blocker. (5) The compound is CCOc1ccc(N2CC(C(=O)N3CCN(C(=O)c4ccco4)CC3)CC2=O)cc1. Results: hERG_inhib (hERG inhibition (general)): blocker. (6) The compound is COc1ccc(OCc2cc(C(=O)NCC(C)Oc3cccnc3)no2)c(Cl)c1. Results: hERG_inhib (hERG inhibition (general)): blocker. (7) The molecule is CCCN1CCN(C(=O)c2oc3ccccc3c2NC(=O)COc2ccc(OC)cc2)CC1. Results: hERG_inhib (hERG inhibition (general)): blocker.